This data is from Forward reaction prediction with 1.9M reactions from USPTO patents (1976-2016). The task is: Predict the product of the given reaction. Given the reactants [Cl:1][C:2]1[CH:10]=[C:9]([CH3:11])[C:8]([CH2:12][NH:13][C:14](=[O:18])[CH:15]([CH3:17])[CH3:16])=[CH:7][C:3]=1[C:4]([OH:6])=O.S(O)(O)(=O)=O.[NH2:24][C:25]1[NH:26][CH:27]=[CH:28][N:29]=1.CCN(C(C)C)C(C)C.F[P-](F)(F)(F)(F)F.N1(O[P+](N(C)C)(N(C)C)N(C)C)C2C=CC=CC=2N=N1, predict the reaction product. The product is: [Cl:1][C:2]1[CH:10]=[C:9]([CH3:11])[C:8]([CH2:12][NH:13][C:14](=[O:18])[CH:15]([CH3:17])[CH3:16])=[CH:7][C:3]=1[C:4]([NH:24][C:25]1[NH:26][CH:27]=[CH:28][N:29]=1)=[O:6].